This data is from Catalyst prediction with 721,799 reactions and 888 catalyst types from USPTO. The task is: Predict which catalyst facilitates the given reaction. Reactant: [C:1]([O:5][C:6]([NH:8][C@@H:9]([CH3:13])[C:10]([OH:12])=[O:11])=[O:7])([CH3:4])([CH3:3])[CH3:2].[CH2:14](I)[CH3:15].[H-].[Na+]. Product: [C:1]([O:5][C:6]([N:8]([CH2:14][CH3:15])[C@@H:9]([CH3:13])[C:10]([OH:12])=[O:11])=[O:7])([CH3:4])([CH3:2])[CH3:3]. The catalyst class is: 1.